Dataset: Reaction yield outcomes from USPTO patents with 853,638 reactions. Task: Predict the reaction yield, written as a fraction of the theoretical maximum amount of product (1.0 means a 100% yield; for example, 0.34 means a 34% yield). (1) The reactants are [N:1]1[CH:6]=[CH:5][CH:4]=[C:3]([CH2:7][OH:8])[CH:2]=1.C1N=CN([C:14](N2C=NC=C2)=[O:15])C=1.C1CCN2C(=NCCC2)CC1.[C@H:32]12[CH2:38][C@H:35]([NH:36][CH2:37]1)[CH2:34][N:33]2[C:39]1[N:44]=[CH:43][C:42]([C:45]([O:47][CH2:48][CH3:49])=[O:46])=[CH:41][N:40]=1. The catalyst is C1COCC1.C(OCC)(=O)C. The product is [CH2:48]([O:47][C:45]([C:42]1[CH:41]=[N:40][C:39]([N:33]2[CH2:34][C@@H:35]3[CH2:38][C@H:32]2[CH2:37][N:36]3[C:14]([O:8][CH2:7][C:3]2[CH:2]=[N:1][CH:6]=[CH:5][CH:4]=2)=[O:15])=[N:44][CH:43]=1)=[O:46])[CH3:49]. The yield is 0.240. (2) The reactants are [Cl:1][CH2:2][CH2:3][CH2:4][S:5]([O:8][CH2:9][C:10]([CH3:25])([CH3:24])[C@@H:11]([O:14][CH2:15][C:16]1[CH:21]=[CH:20][C:19]([O:22][CH3:23])=[CH:18][CH:17]=1)[CH:12]=C)(=[O:7])=[O:6].O=O.[O:28]=[O+][O-].CSC. The catalyst is ClCCl. The product is [Cl:1][CH2:2][CH2:3][CH2:4][S:5]([O:8][CH2:9][C:10]([CH3:24])([CH3:25])[C@@H:11]([O:14][CH2:15][C:16]1[CH:17]=[CH:18][C:19]([O:22][CH3:23])=[CH:20][CH:21]=1)[CH:12]=[O:28])(=[O:6])=[O:7]. The yield is 0.660. (3) The reactants are C[O:2][C:3]1(OC)[CH2:9][CH2:8][C:7]2[CH:10]=[CH:11][CH:12]=[CH:13][C:6]=2[CH2:5][C:4]1=[N:14][OH:15].Cl. The catalyst is C(OCC)C. The product is [CH:10]1[C:7]2[CH2:8][CH2:9][C:3](=[O:2])[C:4](=[N:14][OH:15])[CH2:5][C:6]=2[CH:13]=[CH:12][CH:11]=1. The yield is 0.860. (4) The reactants are S(Cl)([Cl:3])=O.[N:5]1[CH:10]=[CH:9][CH:8]=[CH:7][C:6]=1[CH2:11][C@H:12]([C:14]([OH:16])=[O:15])[NH2:13].[CH3:17]O. No catalyst specified. The product is [ClH:3].[ClH:3].[N:5]1[CH:10]=[CH:9][CH:8]=[CH:7][C:6]=1[CH2:11][C@H:12]([C:14]([O:16][CH3:17])=[O:15])[NH2:13]. The yield is 0.730. (5) The reactants are [CH3:1][S:2]([NH2:5])(=[O:4])=[O:3].[H-].[Na+].[F:8][C:9]1[CH:36]=[C:35]([F:37])[CH:34]=[CH:33][C:10]=1[O:11][C:12]1[C:13]([C:22]2[C:23]3[CH:32]=[CH:31][O:30][C:24]=3[C:25](=[O:29])[N:26]([CH3:28])[CH:27]=2)=[N:14][C:15](S(C)(=O)=O)=[N:16][CH:17]=1. The catalyst is CN(C=O)C. The product is [F:8][C:9]1[CH:36]=[C:35]([F:37])[CH:34]=[CH:33][C:10]=1[O:11][C:12]1[C:13]([C:22]2[C:23]3[CH:32]=[CH:31][O:30][C:24]=3[C:25](=[O:29])[N:26]([CH3:28])[CH:27]=2)=[N:14][C:15]([NH:5][S:2]([CH3:1])(=[O:4])=[O:3])=[N:16][CH:17]=1. The yield is 0.700. (6) The yield is 0.670. The reactants are [C:1]([O:5][C:6]([N:8]1[CH2:13][CH2:12][CH:11]([O:14][CH2:15][CH2:16][CH2:17][C:18]2[N:19]=[C:20]([C:24]3[CH:32]=[CH:31][C:27]([C:28](O)=[O:29])=[CH:26][CH:25]=3)[O:21][C:22]=2[CH3:23])[CH2:10][CH2:9]1)=[O:7])([CH3:4])([CH3:3])[CH3:2].CCN=C=NCCCN(C)C.C1C=CC2N(O)N=NC=2C=1.C(N(CC)CC)C.[N:61]1[CH:66]=[CH:65][CH:64]=[C:63]([CH2:67][NH2:68])[CH:62]=1. The product is [CH3:23][C:22]1[O:21][C:20]([C:24]2[CH:32]=[CH:31][C:27]([C:28](=[O:29])[NH:68][CH2:67][C:63]3[CH:62]=[N:61][CH:66]=[CH:65][CH:64]=3)=[CH:26][CH:25]=2)=[N:19][C:18]=1[CH2:17][CH2:16][CH2:15][O:14][CH:11]1[CH2:10][CH2:9][N:8]([C:6]([O:5][C:1]([CH3:2])([CH3:3])[CH3:4])=[O:7])[CH2:13][CH2:12]1. The catalyst is CN(C)C=O. (7) The reactants are [CH2:1]1[C:6](=O)[CH2:5][CH2:4][N:3]([CH2:8][C:9]2[CH:14]=[CH:13][CH:12]=[CH:11][CH:10]=2)[CH2:2]1.Cl.[CH2:16]([NH2:18])[CH3:17].[C-:19]#[N:20].[K+].C(O)(C)C. The catalyst is C(O)C.O. The product is [CH2:8]([N:3]1[CH2:4][CH2:5][C:6]([NH:18][CH2:16][CH3:17])([C:19]#[N:20])[CH2:1][CH2:2]1)[C:9]1[CH:14]=[CH:13][CH:12]=[CH:11][CH:10]=1. The yield is 0.840.